This data is from Forward reaction prediction with 1.9M reactions from USPTO patents (1976-2016). The task is: Predict the product of the given reaction. (1) The product is: [Br:1][C:2]1[CH:3]=[C:4]([CH2:23][CH3:24])[C:5]([C:6]([OH:7])=[O:26])=[C:19]([CH2:21][CH3:22])[CH:20]=1. Given the reactants [Br:1][C:2]1[CH:20]=[C:19]([CH2:21][CH3:22])[C:5]([C:6](NC2C=CC=C3C=2N=CC=C3)=[O:7])=[C:4]([CH2:23][CH3:24])[CH:3]=1.S(=O)(=O)(O)[OH:26], predict the reaction product. (2) The product is: [CH2:40]([O:39][C:37]([C:34]1[N:35]=[CH:36][N:29]2[C:28]3[CH:27]=[CH:26][CH:25]=[C:24]([CH2:23][CH2:22][N:4]4[CH2:5][CH2:6][N:1]([C:7]5[CH:16]=[CH:15][CH:14]=[C:13]6[C:8]=5[CH:9]=[CH:10][C:11]([C:17]([F:20])([F:18])[F:19])=[N:12]6)[CH2:2][CH2:3]4)[C:33]=3[O:32][CH2:31][C:30]=12)=[O:38])[CH3:41]. Given the reactants [N:1]1([C:7]2[CH:16]=[CH:15][CH:14]=[C:13]3[C:8]=2[CH:9]=[CH:10][C:11]([C:17]([F:20])([F:19])[F:18])=[N:12]3)[CH2:6][CH2:5][NH:4][CH2:3][CH2:2]1.O=[CH:22][CH2:23][C:24]1[C:33]2[O:32][CH2:31][C:30]3=[C:34]([C:37]([O:39][CH2:40][CH3:41])=[O:38])[N:35]=[CH:36][N:29]3[C:28]=2[CH:27]=[CH:26][CH:25]=1.C(O[BH-](OC(=O)C)OC(=O)C)(=O)C.[Na+].O, predict the reaction product. (3) The product is: [CH:31]1([CH2:30][N:3]2[C:2](=[O:1])[C:7]([CH2:8][C:9]3[CH:10]=[CH:11][C:12]([C:15]4[C:16]([C:21]#[N:22])=[CH:17][CH:18]=[CH:19][CH:20]=4)=[CH:13][CH:14]=3)=[C:6]([CH2:23][CH2:24][CH3:25])[N:5]3[N:26]=[CH:27][N:28]=[C:4]23)[CH2:33][CH2:32]1. Given the reactants [O:1]=[C:2]1[C:7]([CH2:8][C:9]2[CH:14]=[CH:13][C:12]([C:15]3[C:16]([C:21]#[N:22])=[CH:17][CH:18]=[CH:19][CH:20]=3)=[CH:11][CH:10]=2)=[C:6]([CH2:23][CH2:24][CH3:25])[N:5]2[N:26]=[CH:27][N:28]=[C:4]2[NH:3]1.Br[CH2:30][CH:31]1[CH2:33][CH2:32]1.C(=O)([O-])[O-].[K+].[K+].CN(C)C(=O)C, predict the reaction product. (4) Given the reactants [CH2:1]([O:3][C:4]([C:6]1[N:11]=[CH:10][C:9]2[N:12]=[C:13]([C:15]3[CH:16]=[N:17][C:18](Cl)=[CH:19][CH:20]=3)[S:14][C:8]=2[C:7]=1[OH:22])=[O:5])[CH3:2].C(N(CC)CC)C.C(Cl)(Cl)Cl.[C:34]1([SH:40])[CH:39]=[CH:38][CH:37]=[CH:36][CH:35]=1, predict the reaction product. The product is: [CH2:1]([O:3][C:4]([C:6]1[N:11]=[CH:10][C:9]2[N:12]=[C:13]([C:15]3[CH:16]=[N:17][C:18]([S:40][C:34]4[CH:39]=[CH:38][CH:37]=[CH:36][CH:35]=4)=[CH:19][CH:20]=3)[S:14][C:8]=2[C:7]=1[OH:22])=[O:5])[CH3:2]. (5) Given the reactants Br[C:2]1[CH:3]=[C:4]([CH:7]([O:11]CC)OCC)[O:5][CH:6]=1.C([Li])(CC)C.[B:19](OC(C)C)([O:24]C(C)C)[O:20]C(C)C.Cl, predict the reaction product. The product is: [CH:7]([C:4]1[O:5][C:6]([B:19]([OH:24])[OH:20])=[CH:2][CH:3]=1)=[O:11]. (6) Given the reactants N1C2C(=CC=C3C=2N=CC=C3)C=CC=1.C(=O)([O-])[O-].[Cs+].[Cs+].[CH2:21]([OH:23])[CH3:22].Br[C:25]1[CH:30]=[CH:29][N:28]=[C:27]([Cl:31])[N:26]=1, predict the reaction product. The product is: [Cl:31][C:27]1[N:28]=[CH:29][C:30]([O:23][CH2:21][CH3:22])=[CH:25][N:26]=1. (7) Given the reactants [NH2:1][CH2:2][CH2:3][CH:4]1[C:8]2[C:9]3[N:10]([N:13]=[CH:14][C:15]=3C(OCC)=O)[CH:11]=[CH:12][C:7]=2[CH2:6][CH2:5]1.[ClH:21], predict the reaction product. The product is: [ClH:21].[CH:15]1[CH:14]=[N:13][N:10]2[CH:11]=[CH:12][C:7]3[CH2:6][CH2:5][CH:4]([CH2:3][CH2:2][NH2:1])[C:8]=3[C:9]=12. (8) The product is: [O:1]=[C:2]1[CH2:3][CH2:4][N:5]([C:8]([O:10][C:11]([CH3:14])([CH3:13])[CH3:12])=[O:9])[CH2:6][CH:7]1[C:32](=[O:33])[CH:31]([C:25]1[CH:30]=[CH:29][CH:28]=[CH:27][CH:26]=1)[CH3:35]. Given the reactants [O:1]=[C:2]1[CH2:7][CH2:6][N:5]([C:8]([O:10][C:11]([CH3:14])([CH3:13])[CH3:12])=[O:9])[CH2:4][CH2:3]1.[Li+].C[Si]([N-][Si](C)(C)C)(C)C.[C:25]1([CH:31]([CH3:35])[C:32](Cl)=[O:33])[CH:30]=[CH:29][CH:28]=[CH:27][CH:26]=1, predict the reaction product. (9) Given the reactants CCN(C(C)C)C(C)C.[NH2:10][CH:11]1[CH2:16][CH2:15][CH:14]([NH:17][S:18]([CH3:21])(=[O:20])=[O:19])[CH2:13][CH2:12]1.CS([C:25]1[N:30]=[C:29]([C:31]2[C:39]3[C:34](=[C:35]([O:40][CH2:41][CH2:42][CH2:43][S:44]([CH3:47])(=[O:46])=[O:45])[CH:36]=[CH:37][CH:38]=3)[NH:33][N:32]=2)[CH:28]=[CH:27][N:26]=1)=O.O, predict the reaction product. The product is: [CH3:47][S:44]([CH2:43][CH2:42][CH2:41][O:40][C:35]1[CH:36]=[CH:37][CH:38]=[C:39]2[C:34]=1[NH:33][N:32]=[C:31]2[C:29]1[CH:28]=[CH:27][N:26]=[C:25]([NH:10][CH:11]2[CH2:16][CH2:15][CH:14]([NH:17][S:18]([CH3:21])(=[O:20])=[O:19])[CH2:13][CH2:12]2)[N:30]=1)(=[O:46])=[O:45]. (10) Given the reactants [NH:1]1[CH2:4][CH:3]([CH2:5][C:6]2[NH:10][C:9]3[CH:11]=[C:12]([C:19]([F:22])([F:21])[F:20])[CH:13]=[C:14]([C:15]([F:18])([F:17])[F:16])[C:8]=3[N:7]=2)[CH2:2]1.C(N(CC)CC)C.Cl[CH2:31][C:32]([NH:34][C:35]1([CH3:39])[CH2:38][CH2:37][CH2:36]1)=[O:33], predict the reaction product. The product is: [F:18][C:15]([F:16])([F:17])[C:14]1[C:8]2[N:7]=[C:6]([CH2:5][CH:3]3[CH2:2][N:1]([CH2:31][C:32]([NH:34][C:35]4([CH3:39])[CH2:38][CH2:37][CH2:36]4)=[O:33])[CH2:4]3)[NH:10][C:9]=2[CH:11]=[C:12]([C:19]([F:22])([F:20])[F:21])[CH:13]=1.